Dataset: Full USPTO retrosynthesis dataset with 1.9M reactions from patents (1976-2016). Task: Predict the reactants needed to synthesize the given product. (1) The reactants are: [C:1]([Cl:6])(=O)[C:2](Cl)=[O:3].[CH:7]1[CH:12]=[CH:11][C:10]([CH2:13][NH:14][CH2:15][C:16]#[N:17])=[CH:9][CH:8]=1.[ClH:18]. Given the product [CH2:13]([N:14]1[CH:15]=[C:16]([Cl:18])[N:17]=[C:1]([Cl:6])[C:2]1=[O:3])[C:10]1[CH:11]=[CH:12][CH:7]=[CH:8][CH:9]=1, predict the reactants needed to synthesize it. (2) The reactants are: [CH2:1]([N:8]1[C:12]2[N:13]=[CH:14][C:15]3[CH:16]=[C:17](Br)[C:18]([O:21][CH3:22])=[CH:19][C:20]=3[C:11]=2[C:10]([CH:24]2[CH2:26][CH2:25]2)=[N:9]1)[C:2]1[CH:7]=[CH:6][CH:5]=[CH:4][CH:3]=1.[B:27]1([B:27]2[O:31][C:30]([CH3:33])([CH3:32])[C:29]([CH3:35])([CH3:34])[O:28]2)[O:31][C:30]([CH3:33])([CH3:32])[C:29]([CH3:35])([CH3:34])[O:28]1.C([O-])(=O)C.[K+]. Given the product [CH2:1]([N:8]1[C:12]2[N:13]=[CH:14][C:15]3[CH:16]=[C:17]([B:27]4[O:31][C:30]([CH3:33])([CH3:32])[C:29]([CH3:35])([CH3:34])[O:28]4)[C:18]([O:21][CH3:22])=[CH:19][C:20]=3[C:11]=2[C:10]([CH:24]2[CH2:26][CH2:25]2)=[N:9]1)[C:2]1[CH:7]=[CH:6][CH:5]=[CH:4][CH:3]=1, predict the reactants needed to synthesize it. (3) Given the product [NH2:23][C:24]1[S:25][C:26]([C:32]2[CH:33]=[CH:34][CH:35]=[CH:36][CH:37]=2)=[C:27]([C:29]([N:6]2[CH2:5][C@H:4]3[C@H:8]([CH2:9][CH:2]([CH3:1])[CH2:3]3)[C@H:7]2[CH2:10][NH:11][C:12]([C:14]2[N:21]3[C:17]([S:18][CH:19]=[CH:20]3)=[N:16][C:15]=2[CH3:22])=[O:13])=[O:30])[N:28]=1, predict the reactants needed to synthesize it. The reactants are: [CH3:1][CH:2]1[CH2:9][C@H:8]2[C@H:4]([CH2:5][NH:6][C@@H:7]2[CH2:10][NH:11][C:12]([C:14]2[N:21]3[C:17]([S:18][CH:19]=[CH:20]3)=[N:16][C:15]=2[CH3:22])=[O:13])[CH2:3]1.[NH2:23][C:24]1[S:25][C:26]([C:32]2[CH:37]=[CH:36][CH:35]=[CH:34][CH:33]=2)=[C:27]([C:29](O)=[O:30])[N:28]=1.